Dataset: Reaction yield outcomes from USPTO patents with 853,638 reactions. Task: Predict the reaction yield, written as a fraction of the theoretical maximum amount of product (1.0 means a 100% yield; for example, 0.34 means a 34% yield). (1) The reactants are [F:1][C:2]([F:9])([F:8])/[CH:3]=[CH:4]/[C:5](O)=[O:6].C(Cl)(=O)C(Cl)=O.[CH3:16][O:17][C:18]1[N:23]=[C:22]([CH3:24])[C:21]([NH:25][CH2:26][CH2:27][NH2:28])=[CH:20][CH:19]=1.C(N(C(C)C)CC)(C)C. The catalyst is C(Cl)Cl. The product is [F:1][C:2]([F:9])([F:8])/[CH:3]=[CH:4]/[C:5]([NH:28][CH2:27][CH2:26][NH:25][C:21]1[C:22]([CH3:24])=[N:23][C:18]([O:17][CH3:16])=[CH:19][CH:20]=1)=[O:6]. The yield is 0.230. (2) The reactants are [CH3:1][N:2]1[C:10]([C:11]([OH:13])=O)=[C:9]2[C:4]([CH:5]=[CH:6][CH:7]=[CH:8]2)=[N:3]1.CN(C=O)C.C(Cl)(=O)C(Cl)=O.[NH2:25][C:26]1[C:31]([Cl:32])=[CH:30][C:29]([CH2:33][C:34]([O:36][CH2:37][CH3:38])=[O:35])=[C:28]([F:39])[CH:27]=1.C(N(CC)CC)C. The catalyst is C1C=CC=CC=1. The product is [Cl:32][C:31]1[C:26]([NH:25][C:11]([C:10]2[N:2]([CH3:1])[N:3]=[C:4]3[C:9]=2[CH:8]=[CH:7][CH:6]=[CH:5]3)=[O:13])=[CH:27][C:28]([F:39])=[C:29]([CH2:33][C:34]([O:36][CH2:37][CH3:38])=[O:35])[CH:30]=1. The yield is 0.270.